This data is from NCI-60 drug combinations with 297,098 pairs across 59 cell lines. The task is: Regression. Given two drug SMILES strings and cell line genomic features, predict the synergy score measuring deviation from expected non-interaction effect. (1) Drug 1: C1=NC2=C(N=C(N=C2N1C3C(C(C(O3)CO)O)O)F)N. Drug 2: CC(C)NC(=O)C1=CC=C(C=C1)CNNC.Cl. Cell line: SW-620. Synergy scores: CSS=0.278, Synergy_ZIP=0.310, Synergy_Bliss=-0.890, Synergy_Loewe=-3.51, Synergy_HSA=-2.87. (2) Drug 1: C1CC(=O)NC(=O)C1N2CC3=C(C2=O)C=CC=C3N. Drug 2: B(C(CC(C)C)NC(=O)C(CC1=CC=CC=C1)NC(=O)C2=NC=CN=C2)(O)O. Cell line: NCI-H322M. Synergy scores: CSS=4.06, Synergy_ZIP=0.550, Synergy_Bliss=3.29, Synergy_Loewe=2.04, Synergy_HSA=1.34. (3) Drug 1: CC1=CC=C(C=C1)C2=CC(=NN2C3=CC=C(C=C3)S(=O)(=O)N)C(F)(F)F. Drug 2: CN(CCCl)CCCl.Cl. Cell line: NCI-H322M. Synergy scores: CSS=0.743, Synergy_ZIP=0.298, Synergy_Bliss=0.480, Synergy_Loewe=-0.805, Synergy_HSA=-1.31. (4) Drug 1: C1=CC(=CC=C1CCC2=CNC3=C2C(=O)NC(=N3)N)C(=O)NC(CCC(=O)O)C(=O)O. Drug 2: CN1C2=C(C=C(C=C2)N(CCCl)CCCl)N=C1CCCC(=O)O.Cl. Cell line: SF-295. Synergy scores: CSS=22.9, Synergy_ZIP=-1.27, Synergy_Bliss=-3.27, Synergy_Loewe=-27.4, Synergy_HSA=-2.81. (5) Cell line: TK-10. Drug 2: CN(CCCl)CCCl.Cl. Drug 1: CC12CCC3C(C1CCC2=O)CC(=C)C4=CC(=O)C=CC34C. Synergy scores: CSS=24.7, Synergy_ZIP=-1.84, Synergy_Bliss=2.76, Synergy_Loewe=-5.39, Synergy_HSA=2.56. (6) Drug 1: CC1CCC2CC(C(=CC=CC=CC(CC(C(=O)C(C(C(=CC(C(=O)CC(OC(=O)C3CCCCN3C(=O)C(=O)C1(O2)O)C(C)CC4CCC(C(C4)OC)O)C)C)O)OC)C)C)C)OC. Drug 2: CC1=C2C(C(=O)C3(C(CC4C(C3C(C(C2(C)C)(CC1OC(=O)C(C(C5=CC=CC=C5)NC(=O)C6=CC=CC=C6)O)O)OC(=O)C7=CC=CC=C7)(CO4)OC(=O)C)O)C)OC(=O)C. Cell line: MDA-MB-231. Synergy scores: CSS=14.9, Synergy_ZIP=-7.70, Synergy_Bliss=-4.14, Synergy_Loewe=-0.793, Synergy_HSA=0.209. (7) Drug 1: CN(C)N=NC1=C(NC=N1)C(=O)N. Drug 2: CN1C(=O)N2C=NC(=C2N=N1)C(=O)N. Cell line: SK-MEL-28. Synergy scores: CSS=2.72, Synergy_ZIP=3.07, Synergy_Bliss=6.95, Synergy_Loewe=3.13, Synergy_HSA=3.51.